This data is from Full USPTO retrosynthesis dataset with 1.9M reactions from patents (1976-2016). The task is: Predict the reactants needed to synthesize the given product. Given the product [F:56][C:57]([F:69])([F:68])[O:58][C:2]1[CH:3]=[C:4]([CH:28]=[CH:29][CH:30]=1)[O:5][C:6]1[CH:7]=[C:8]2[C:12](=[CH:13][CH:14]=1)[N:11]([C:15]1[CH:20]=[CH:19][C:18]([CH3:21])=[C:17]([N+:22]([O-:24])=[O:23])[CH:16]=1)[C:10]([C:25]([OH:27])=[O:26])=[CH:9]2, predict the reactants needed to synthesize it. The reactants are: Cl[C:2]1[CH:3]=[C:4]([CH:28]=[CH:29][CH:30]=1)[O:5][C:6]1[CH:7]=[C:8]2[C:12](=[CH:13][CH:14]=1)[N:11]([C:15]1[CH:20]=[CH:19][C:18]([CH3:21])=[C:17]([N+:22]([O-:24])=[O:23])[CH:16]=1)[C:10]([C:25]([OH:27])=[O:26])=[CH:9]2.C(OC(C1N(C2C=CC(C)=C([N+]([O-])=O)C=2)C2C(C=1)=CC(O)=CC=2)=O)C.[F:56][C:57]([F:69])([F:68])[O:58]C1C=C(B(O)O)C=CC=1.